Dataset: Peptide-MHC class II binding affinity with 134,281 pairs from IEDB. Task: Regression. Given a peptide amino acid sequence and an MHC pseudo amino acid sequence, predict their binding affinity value. This is MHC class II binding data. (1) The peptide sequence is GAGLAGAAIGSVGLGKVLID. The MHC is DRB1_1501 with pseudo-sequence DRB1_1501. The binding affinity (normalized) is 0.619. (2) The peptide sequence is GKFKFSQKSKLINDL. The MHC is DRB1_0101 with pseudo-sequence DRB1_0101. The binding affinity (normalized) is 0.810.